The task is: Predict the product of the given reaction.. This data is from Forward reaction prediction with 1.9M reactions from USPTO patents (1976-2016). (1) Given the reactants [CH3:1][C:2]1[N:7]=[CH:6][N:5]=[C:4]([NH2:8])[CH:3]=1.C[Al](C)C.[F:13][C:14]1[CH:19]=[CH:18][C:17]([N:20]2[C:24]([CH3:25])=[C:23]([C:26](OC)=[O:27])[N:22]=[N:21]2)=[CH:16][CH:15]=1, predict the reaction product. The product is: [F:13][C:14]1[CH:15]=[CH:16][C:17]([N:20]2[C:24]([CH3:25])=[C:23]([C:26]([NH:8][C:4]3[CH:3]=[C:2]([CH3:1])[N:7]=[CH:6][N:5]=3)=[O:27])[N:22]=[N:21]2)=[CH:18][CH:19]=1. (2) Given the reactants [CH3:1][O:2][C:3](=[O:39])[C@@H:4]([NH:20][C:21]([C:23]1[CH:28]=[CH:27][C:26]([C:29]2[CH:34]=[CH:33][C:32]([C:35]([F:38])([F:37])[F:36])=[CH:31][CH:30]=2)=[CH:25][CH:24]=1)=[O:22])[CH2:5][NH:6][CH2:7]C1C=CC(C2C=CC=CC=2)=CC=1.[N:40]1[CH:45]=[CH:44][C:43](C=O)=[CH:42][CH:41]=1.C(O[BH-](O[C:58](=O)[CH3:59])OC(=O)C)(=O)C.[Na+], predict the reaction product. The product is: [CH3:1][O:2][C:3](=[O:39])[C@@H:4]([NH:20][C:21]([C:23]1[CH:28]=[CH:27][C:26]([C:29]2[CH:34]=[CH:33][C:32]([C:35]([F:37])([F:36])[F:38])=[CH:31][CH:30]=2)=[CH:25][CH:24]=1)=[O:22])[CH2:5][N:6]([C:43]1[CH:42]=[CH:41][N:40]=[CH:45][CH:44]=1)[CH2:7][CH2:21][C:23]1[CH:24]=[CH:25][C:26]([C:58]2[CH:59]=[CH:34][CH:29]=[CH:30][CH:31]=2)=[CH:27][CH:28]=1. (3) The product is: [C@H:12]12[CH2:14][C@H:9]([NH:8][CH2:13]1)[CH2:10][N:11]2[C:15]1[N:20]2[CH:21]=[CH:22][N:23]=[C:19]2[CH:18]=[C:17]([C:24]2[CH:29]=[CH:28][N:27]=[C:26]([NH:30][C@@H:31]([C:33]3[CH:34]=[CH:35][CH:36]=[CH:37][CH:38]=3)[CH3:32])[CH:25]=2)[N:16]=1. Given the reactants C(OC([N:8]1[CH2:13][CH:12]2[CH2:14][C@@H:9]1[CH2:10][N:11]2[C:15]1[N:20]2[CH:21]=[CH:22][N:23]=[C:19]2[CH:18]=[C:17]([C:24]2[CH:29]=[CH:28][N:27]=[C:26]([NH:30][CH:31]([C:33]3[CH:38]=[CH:37][CH:36]=[CH:35][CH:34]=3)[CH3:32])[CH:25]=2)[N:16]=1)=O)(C)(C)C.CO, predict the reaction product. (4) Given the reactants Br[C:2]1[CH:3]=[C:4]([O:13][CH2:14][C:15]2[CH:20]=[CH:19][C:18]([O:21][CH3:22])=[CH:17][CH:16]=2)[C:5]2[N:6]([C:8]([CH3:12])=[C:9]([CH3:11])[N:10]=2)[CH:7]=1.[OH:23][CH:24]1[CH2:28][NH:27][C:26](=[O:29])[CH2:25]1.C(=O)([O-])[O-].[K+].[K+].CN[C@@H]1CCCC[C@H]1NC, predict the reaction product. The product is: [CH3:11][C:9]1[N:10]=[C:5]2[C:4]([O:13][CH2:14][C:15]3[CH:20]=[CH:19][C:18]([O:21][CH3:22])=[CH:17][CH:16]=3)=[CH:3][C:2]([N:27]3[CH2:28][C@@H:24]([OH:23])[CH2:25][C:26]3=[O:29])=[CH:7][N:6]2[C:8]=1[CH3:12]. (5) Given the reactants [CH3:1][N:2]([CH:12]1[CH:17]([CH3:18])[CH2:16][CH2:15][NH:14][CH2:13]1)[C:3]1[C:4]2[CH:11]=[CH:10][NH:9][C:5]=2[N:6]=[CH:7][N:8]=1.[C:19]([CH2:21][C:22](O)=[O:23])#[N:20].C(N(CC)CC)C.CC(C)(C)C(Cl)=O.[OH-].[Na+].[C:41]([OH:53])(=[O:52])[CH2:42][C:43]([CH2:48][C:49]([OH:51])=[O:50])([C:45]([OH:47])=[O:46])[OH:44], predict the reaction product. The product is: [C:41]([OH:53])(=[O:52])[CH2:42][C:43]([CH2:48][C:49]([OH:51])=[O:50])([C:45]([OH:47])=[O:46])[OH:44].[CH3:18][C@@H:17]1[CH2:16][CH2:15][N:14]([C:22](=[O:23])[CH2:21][C:19]#[N:20])[CH2:13][C@@H:12]1[N:2]([CH3:1])[C:3]1[C:4]2[CH:11]=[CH:10][NH:9][C:5]=2[N:6]=[CH:7][N:8]=1. (6) Given the reactants [CH:1]1([C:4]2[CH:5]=[C:6]([CH:39]=[CH:40][CH:41]=2)[CH2:7][N:8]2[C@@H:16]3[C@H:11]([C@H:12]([CH2:19][C:20]4[CH:25]=[CH:24][C:23]([O:26]C)=[C:22]([CH2:28][C:29]5[CH:34]=[CH:33][CH:32]=[C:31]([CH2:35][CH2:36][CH3:37])[CH:30]=5)[CH:21]=4)[CH2:13][S:14](=[O:18])(=[O:17])[CH2:15]3)[O:10][C:9]2=[O:38])[CH2:3][CH2:2]1, predict the reaction product. The product is: [CH:1]1([C:4]2[CH:5]=[C:6]([CH:39]=[CH:40][CH:41]=2)[CH2:7][N:8]2[C@@H:16]3[C@H:11]([C@H:12]([CH2:19][C:20]4[CH:25]=[CH:24][C:23]([OH:26])=[C:22]([CH2:28][C:29]5[CH:34]=[CH:33][CH:32]=[C:31]([CH2:35][CH2:36][CH3:37])[CH:30]=5)[CH:21]=4)[CH2:13][S:14](=[O:17])(=[O:18])[CH2:15]3)[O:10][C:9]2=[O:38])[CH2:3][CH2:2]1. (7) Given the reactants [N+:1]([C:4]1[CH:9]=[CH:8][N:7]=[CH:6][C:5]=1[N:10]1[CH2:19][CH2:18][C:17]2[C:12](=[CH:13][CH:14]=[CH:15][CH:16]=2)[CH2:11]1)([O-])=O.[CH3:20][C:21]([Mg]Br)=[CH:22][CH3:23].[Cl-:26].[NH4+], predict the reaction product. The product is: [ClH:26].[CH3:20][C:21]1[NH:1][C:4]2[C:5]([N:10]3[CH2:19][CH2:18][C:17]4[C:12](=[CH:13][CH:14]=[CH:15][CH:16]=4)[CH2:11]3)=[CH:6][N:7]=[CH:8][C:9]=2[C:22]=1[CH3:23]. (8) Given the reactants [CH3:1][C:2]1[CH:11]=[CH:10][C:9]2[C:4](=[CH:5][CH:6]=[CH:7][CH:8]=2)[C:3]=1[C:12]1[CH:13]=[C:14]([CH:17]=[CH:18][CH:19]=1)[CH:15]=[O:16].[BH4-].[Na+].Cl, predict the reaction product. The product is: [CH3:1][C:2]1[CH:11]=[CH:10][C:9]2[C:4](=[CH:5][CH:6]=[CH:7][CH:8]=2)[C:3]=1[C:12]1[CH:13]=[C:14]([CH2:15][OH:16])[CH:17]=[CH:18][CH:19]=1.